Dataset: Reaction yield outcomes from USPTO patents with 853,638 reactions. Task: Predict the reaction yield, written as a fraction of the theoretical maximum amount of product (1.0 means a 100% yield; for example, 0.34 means a 34% yield). The reactants are N(C(OCC)=O)=NC(OCC)=O.[Cl:13][C:14]1[CH:19]=[CH:18][CH:17]=[CH:16][C:15]=1[CH:20]([OH:22])[CH3:21].C1(P(C2C=CC=CC=2)C2C=CC=CC=2)C=CC=CC=1.[CH3:42][O:43][C:44]([C:46]1[S:47][C:48]([C:52]([O:54][CH3:55])=[O:53])=[CH:49][C:50]=1O)=[O:45]. The catalyst is C1COCC1. The product is [CH3:42][O:43][C:44]([C:46]1[S:47][C:48]([C:52]([O:54][CH3:55])=[O:53])=[CH:49][C:50]=1[O:22][CH:20]([C:15]1[CH:16]=[CH:17][CH:18]=[CH:19][C:14]=1[Cl:13])[CH3:21])=[O:45]. The yield is 0.930.